Dataset: Full USPTO retrosynthesis dataset with 1.9M reactions from patents (1976-2016). Task: Predict the reactants needed to synthesize the given product. (1) The reactants are: [CH2:1]1[C:9]2[C:4](=[CH:5][CH:6]=[CH:7][CH:8]=2)[CH2:3][CH:2]1[NH:10][C:11]1[N:12]=[CH:13][C:14]2[CH2:20][NH:19][CH2:18][CH2:17][C:15]=2[N:16]=1.[N:21]1[N:22]=[C:23]([CH2:26][CH2:27][CH2:28][CH2:29][C:30](O)=[O:31])[NH:24][CH:25]=1.N1C=CC(N)=CC=1.Cl.CN(C)CCCN=C=NCC. Given the product [CH2:1]1[C:9]2[C:4](=[CH:5][CH:6]=[CH:7][CH:8]=2)[CH2:3][CH:2]1[NH:10][C:11]1[N:12]=[CH:13][C:14]2[CH2:20][N:19]([C:30](=[O:31])[CH2:29][CH2:28][CH2:27][CH2:26][C:23]3[NH:24][CH:25]=[N:21][N:22]=3)[CH2:18][CH2:17][C:15]=2[N:16]=1, predict the reactants needed to synthesize it. (2) Given the product [C:31]([N:7]([CH2:8][CH:9]1[CH2:14][CH2:13][N:12]([C:15]([O:17][C:18]([CH3:19])([CH3:20])[CH3:21])=[O:16])[CH2:11][CH2:10]1)[CH2:6][C:5]1[CH:22]=[CH:23][C:2]([Cl:1])=[CH:3][CH:4]=1)(=[O:33])[CH3:32], predict the reactants needed to synthesize it. The reactants are: [Cl:1][C:2]1[CH:23]=[CH:22][C:5]([CH2:6][NH:7][CH2:8][CH:9]2[CH2:14][CH2:13][N:12]([C:15]([O:17][C:18]([CH3:21])([CH3:20])[CH3:19])=[O:16])[CH2:11][CH2:10]2)=[CH:4][CH:3]=1.C(N(CC)CC)C.[C:31](OC(=O)C)(=[O:33])[CH3:32].C(OCC)(=O)C.